This data is from Reaction yield outcomes from USPTO patents with 853,638 reactions. The task is: Predict the reaction yield, written as a fraction of the theoretical maximum amount of product (1.0 means a 100% yield; for example, 0.34 means a 34% yield). (1) The product is [CH2:24]([O:31][C:32]([NH:9][CH:3]([C:1]#[N:2])[C:4]([O:6][CH2:7][CH3:8])=[O:5])=[O:33])[C:25]1[CH:30]=[CH:29][CH:28]=[CH:27][CH:26]=1. The catalyst is O. The reactants are [C:1]([C:3](=[N:9]O)[C:4]([O:6][CH2:7][CH3:8])=[O:5])#[N:2].C(=O)(O)[O-].[Na+].S(S([O-])=O)([O-])=O.[Na+].[Na+].[CH2:24]([O:31][C:32](Cl)=[O:33])[C:25]1[CH:30]=[CH:29][CH:28]=[CH:27][CH:26]=1. The yield is 0.642. (2) The reactants are Cl[C:2]([O:4][CH2:5][C:6]([Cl:9])([Cl:8])[Cl:7])=[O:3].[NH2:10][C:11]1[N:15]([C:16]2[CH:17]=[C:18]([S:22][CH2:23][CH2:24][OH:25])[CH:19]=[CH:20][CH:21]=2)[N:14]=[C:13]([C:26]([CH3:29])([CH3:28])[CH3:27])[CH:12]=1.CCN(C(C)C)C(C)C. The catalyst is C1COCC1. The product is [Cl:7][C:6]([Cl:9])([Cl:8])[CH2:5][O:4][C:2](=[O:3])[NH:10][C:11]1[N:15]([C:16]2[CH:21]=[CH:20][CH:19]=[C:18]([S:22][CH2:23][CH2:24][OH:25])[CH:17]=2)[N:14]=[C:13]([C:26]([CH3:29])([CH3:28])[CH3:27])[CH:12]=1. The yield is 1.00. (3) The reactants are NC1N=CC(N2CCN(C(OC(C)(C)C)=O)CC2)=CC=1.[CH3:21][C@@H:22]1[N:27]([C:28]2[CH:29]=[N:30][C:31]([N+:34]([O-])=O)=[CH:32][CH:33]=2)[CH2:26][CH2:25][N:24]([C:37]([O:39][C:40]([CH3:43])([CH3:42])[CH3:41])=[O:38])[CH2:23]1. No catalyst specified. The product is [C:40]([O:39][C:37]([N:24]1[CH2:25][CH2:26][N:27]([C:28]2[CH:29]=[N:30][C:31]([NH2:34])=[CH:32][CH:33]=2)[C@@H:22]([CH3:21])[CH2:23]1)=[O:38])([CH3:43])([CH3:41])[CH3:42]. The yield is 0.960. (4) The reactants are [H-].[Al+3].[Li+].[H-].[H-].[H-].C[O:8][C:9](=O)[C:10]1[CH:15]=[CH:14][C:13]([CH2:16][O:17][CH3:18])=[N:12][C:11]=1[NH2:19].N. The catalyst is O1CCCC1. The product is [NH2:19][C:11]1[C:10]([CH2:9][OH:8])=[CH:15][CH:14]=[C:13]([CH2:16][O:17][CH3:18])[N:12]=1. The yield is 1.00. (5) The reactants are [N+:1]([C:4]1[C:5]([OH:19])=[C:6]([C:10]([N:12]2[CH2:17][CH2:16][N:15]([CH3:18])[CH2:14][CH2:13]2)=[O:11])[CH:7]=[CH:8][CH:9]=1)([O-])=O. The catalyst is [Pt].CO. The product is [NH2:1][C:4]1[C:5]([OH:19])=[C:6]([C:10]([N:12]2[CH2:13][CH2:14][N:15]([CH3:18])[CH2:16][CH2:17]2)=[O:11])[CH:7]=[CH:8][CH:9]=1. The yield is 0.280. (6) The reactants are [F:1][C:2]1[CH:3]=[C:4]([C:35]2[C:36]([C:41]#[N:42])=[CH:37][CH:38]=[CH:39][CH:40]=2)[CH:5]=[CH:6][C:7]=1[CH2:8][C:9]1[C:10](=[O:34])[N:11]([C@H:21]2[CH2:26][CH2:25][C@H:24]([O:27][C@H:28]3[C:32](=[O:33])[CH2:31][O:30][CH2:29]3)[CH2:23][CH2:22]2)[C:12]2[N:13]([N:18]=[CH:19][N:20]=2)[C:14]=1[CH2:15][CH2:16][CH3:17].[CH3:43][Mg]Br.[Cl-].[NH4+]. The catalyst is O1CCCC1. The product is [F:1][C:2]1[CH:3]=[C:4]([C:35]2[C:36]([C:41]#[N:42])=[CH:37][CH:38]=[CH:39][CH:40]=2)[CH:5]=[CH:6][C:7]=1[CH2:8][C:9]1[C:10](=[O:34])[N:11]([C@H:21]2[CH2:22][CH2:23][C@H:24]([O:27][CH:28]3[C:32]([OH:33])([CH3:43])[CH2:31][O:30][CH2:29]3)[CH2:25][CH2:26]2)[C:12]2[N:13]([N:18]=[CH:19][N:20]=2)[C:14]=1[CH2:15][CH2:16][CH3:17]. The yield is 0.420.